Dataset: Reaction yield outcomes from USPTO patents with 853,638 reactions. Task: Predict the reaction yield, written as a fraction of the theoretical maximum amount of product (1.0 means a 100% yield; for example, 0.34 means a 34% yield). (1) The reactants are [BH4-].[Na+].CO.[Cl:5][C:6]1[CH:27]=[CH:26][C:9]([O:10][C:11]2[N:16]=[C:15]3[S:17][C:18]([NH:20][C:21]([CH:23]4[CH2:25][CH2:24]4)=[O:22])=[N:19][C:14]3=[CH:13][CH:12]=2)=[CH:8][C:7]=1[NH:28]C(=O)C(F)(F)F. The catalyst is C(O)C.C(OCC)(=O)C. The product is [NH2:28][C:7]1[CH:8]=[C:9]([CH:26]=[CH:27][C:6]=1[Cl:5])[O:10][C:11]1[N:16]=[C:15]2[S:17][C:18]([NH:20][C:21]([CH:23]3[CH2:25][CH2:24]3)=[O:22])=[N:19][C:14]2=[CH:13][CH:12]=1. The yield is 0.750. (2) The reactants are [CH:1]1([NH:4][C:5]2[N:10]3[N:11]=[CH:12][CH:13]=[C:9]3[N:8]=[C:7]([CH2:14][C:15]3[CH:16]=[C:17]([CH:20]=[CH:21][CH:22]=3)[C:18]#[N:19])[CH:6]=2)[CH2:3][CH2:2]1.O=P(Cl)(Cl)Cl.CN([CH:31]=[O:32])C. No catalyst specified. The product is [CH:1]1([NH:4][C:5]2[N:10]3[N:11]=[CH:12][C:13]([CH:31]=[O:32])=[C:9]3[N:8]=[C:7]([CH2:14][C:15]3[CH:16]=[C:17]([CH:20]=[CH:21][CH:22]=3)[C:18]#[N:19])[CH:6]=2)[CH2:3][CH2:2]1. The yield is 0.370. (3) The reactants are [CH2:1]([O:8][C:9]1[CH:14]=[CH:13][CH:12]=[C:11](Br)[CH:10]=1)[C:2]1[CH:7]=[CH:6][CH:5]=[CH:4][CH:3]=1.C(O)(CC)(C)C.[O-]P([O-])([O-])=O.[K+].[K+].[K+].[C:30]1(=[O:37])[CH2:35][CH2:34][CH2:33][C:32](=[O:36])[CH2:31]1. The catalyst is C([O-])(=O)C.[Pd+2].C([O-])(=O)C.C(P(C(C)(C)C)C1C=CC=CC=1C1C=CC=CC=1C)(C)(C)C.O1CCOCC1. The product is [CH2:1]([O:8][C:9]1[CH:10]=[C:11]([CH:31]2[C:32](=[O:36])[CH2:33][CH2:34][CH2:35][C:30]2=[O:37])[CH:12]=[CH:13][CH:14]=1)[C:2]1[CH:7]=[CH:6][CH:5]=[CH:4][CH:3]=1. The yield is 0.880. (4) The reactants are [Cl-].O[NH3+:3].[C:4](=[O:7])([O-:6])O.[Na+].CS(C)=O.[CH2:13]([C:17]1[N:18]=[C:19]([CH3:45])[N:20]([CH2:39][C:40]([O:42][CH2:43][CH3:44])=[O:41])[C:21](=[O:38])[C:22]=1[CH2:23][C:24]1[CH:29]=[CH:28][C:27]([C:30]2[CH:35]=[CH:34][CH:33]=[CH:32][C:31]=2[C:36]#[N:37])=[CH:26][CH:25]=1)[CH2:14][CH2:15][CH3:16]. The catalyst is C(OCC)(=O)C. The product is [CH2:13]([C:17]1[N:18]=[C:19]([CH3:45])[N:20]([CH2:39][C:40]([O:42][CH2:43][CH3:44])=[O:41])[C:21](=[O:38])[C:22]=1[CH2:23][C:24]1[CH:29]=[CH:28][C:27]([C:30]2[CH:35]=[CH:34][CH:33]=[CH:32][C:31]=2[C:36]2[NH:3][C:4](=[O:7])[O:6][N:37]=2)=[CH:26][CH:25]=1)[CH2:14][CH2:15][CH3:16]. The yield is 0.510. (5) The reactants are [C:1]1([S:7]([C:10]([CH:26]2[CH2:38][CH2:37][C:36]3[C:35]4[C:30](=[CH:31][CH:32]=[C:33]([Cl:39])[CH:34]=4)[NH:29][C:28]=3[CH2:27]2)([F:25])[C:11]([N:13]([CH2:15][C:16]2[CH:17]=[C:18]([CH:22]=[CH:23][CH:24]=2)[C:19](O)=[O:20])[CH3:14])=[O:12])(=[O:9])=[O:8])[CH:6]=[CH:5][CH:4]=[CH:3][CH:2]=1.B.C1COCC1. The catalyst is C1COCC1. The product is [C:1]1([S:7]([C:10]([CH:26]2[CH2:38][CH2:37][C:36]3[C:35]4[C:30](=[CH:31][CH:32]=[C:33]([Cl:39])[CH:34]=4)[NH:29][C:28]=3[CH2:27]2)([F:25])[C:11]([N:13]([CH2:15][C:16]2[CH:24]=[CH:23][CH:22]=[C:18]([CH2:19][OH:20])[CH:17]=2)[CH3:14])=[O:12])(=[O:9])=[O:8])[CH:6]=[CH:5][CH:4]=[CH:3][CH:2]=1. The yield is 0.840. (6) The reactants are [Cl:1][C:2]1[S:6][C:5]([C:7]([NH:9][C@@H:10]([CH2:23][C:24]2[CH:29]=[CH:28][CH:27]=[CH:26][C:25]=2[C:30]([F:33])([F:32])[F:31])[CH2:11][N:12]2C(=O)C3C(=CC=CC=3)C2=O)=[O:8])=[CH:4][C:3]=1[C:34]1[N:38]([CH3:39])[N:37]=[CH:36][C:35]=1[CH3:40].NN.Cl. The catalyst is CO.C1COCC1.CO. The product is [NH2:12][CH2:11][C@@H:10]([NH:9][C:7]([C:5]1[S:6][C:2]([Cl:1])=[C:3]([C:34]2[N:38]([CH3:39])[N:37]=[CH:36][C:35]=2[CH3:40])[CH:4]=1)=[O:8])[CH2:23][C:24]1[CH:29]=[CH:28][CH:27]=[CH:26][C:25]=1[C:30]([F:33])([F:32])[F:31]. The yield is 0.510.